This data is from Full USPTO retrosynthesis dataset with 1.9M reactions from patents (1976-2016). The task is: Predict the reactants needed to synthesize the given product. (1) Given the product [F:1][C:2]1[CH:3]=[CH:4][C:5]([NH:8][C:9]2[N:14]=[C:13]([S:22]([CH3:26])(=[O:24])=[O:21])[N:12]=[C:11]([CH2:17][CH2:18][OH:19])[CH:10]=2)=[CH:6][CH:7]=1, predict the reactants needed to synthesize it. The reactants are: [F:1][C:2]1[CH:7]=[CH:6][C:5]([NH:8][C:9]2[N:14]=[C:13](SC)[N:12]=[C:11]([CH2:17][CH2:18][OH:19])[CH:10]=2)=[CH:4][CH:3]=1.O[O:21][S:22]([O-:24])=O.[K+].[CH3:26]O. (2) Given the product [Br:36][C:37]1[S:41][C:40]([NH:42][C:43]([NH:17][S:14]([C:11]2[CH:12]=[CH:13][C:8]([C:5]3[CH:6]=[N:7][C:2]([O:28][CH3:27])=[CH:3][CH:4]=3)=[C:9]([CH3:18])[CH:10]=2)(=[O:16])=[O:15])=[O:48])=[N:39][CH:38]=1, predict the reactants needed to synthesize it. The reactants are: F[C:2]1[N:7]=[CH:6][C:5]([C:8]2[CH:13]=[CH:12][C:11]([S:14]([NH2:17])(=[O:16])=[O:15])=[CH:10][C:9]=2[CH3:18])=[CH:4][CH:3]=1.C(N(CC)CC)C.Cl[C:27](OC1C=CC=CC=1)=[O:28].[Br:36][C:37]1[S:41][C:40]([NH2:42])=[N:39][CH:38]=1.[CH3:43]S(O)(=O)=O.[OH2:48]. (3) Given the product [OH:1][CH2:2][CH2:3][CH2:4][CH2:5][CH2:6][N:7]1[CH2:8][CH2:9][N:10]([C:13]2[N:18]=[C:17]([C:19]3[CH:28]=[C:27]4[C:22]([C:23]([CH3:31])([CH3:30])[CH2:24][CH2:25][CH:26]4[OH:29])=[CH:21][CH:20]=3)[CH:16]=[CH:15][CH:14]=2)[CH2:11][CH2:12]1, predict the reactants needed to synthesize it. The reactants are: [OH:1][CH2:2][CH2:3][CH2:4][CH2:5][CH2:6][N:7]1[CH2:12][CH2:11][N:10]([C:13]2[N:18]=[C:17]([C:19]3[CH:28]=[C:27]4[C:22]([C:23]([CH3:31])([CH3:30])[CH2:24][CH2:25][C:26]4=[O:29])=[CH:21][CH:20]=3)[CH:16]=[CH:15][CH:14]=2)[CH2:9][CH2:8]1.[BH4-].[Na+].O. (4) Given the product [CH3:1][O:2][C:3]1[CH:8]=[CH:7][C:6]([CH2:9][CH2:10][CH2:11][C:12]([NH2:16])=[O:14])=[CH:5][CH:4]=1, predict the reactants needed to synthesize it. The reactants are: [CH3:1][O:2][C:3]1[CH:8]=[CH:7][C:6]([CH2:9][CH2:10][CH2:11][C:12]([OH:14])=O)=[CH:5][CH:4]=1.C[N:16]1CCOCC1.C(OC(Cl)=O)C(C)C.N.CO. (5) Given the product [Na+:21].[Na+:21].[NH2:1][C@@H:2]([CH2:6][C:7]1[CH:8]=[CH:9][C:10]([O:13][P:14]([OH:16])([OH:17])=[O:15])=[CH:11][CH:12]=1)[C:3]([O-:5])=[O:4].[NH2:1][C@@H:2]([CH2:6][C:7]1[CH:8]=[CH:9][C:10]([O:13][P:14]([OH:16])([OH:17])=[O:15])=[CH:11][CH:12]=1)[C:3]([O-:5])=[O:4], predict the reactants needed to synthesize it. The reactants are: [NH2:1][C@@H:2]([CH2:6][C:7]1[CH:12]=[CH:11][C:10]([O:13][P:14]([OH:17])([OH:16])=[O:15])=[CH:9][CH:8]=1)[C:3]([OH:5])=[O:4].CC[O-].[Na+:21].O. (6) The reactants are: [Br:1][C:2]1[CH:3]=[N:4][C:5]([NH:8][CH2:9][CH2:10][C@H:11]2[CH2:16][CH2:15][C@H:14]([CH2:17][OH:18])[CH2:13][CH2:12]2)=[N:6][CH:7]=1.[CH3:19][S:20](Cl)(=[O:22])=[O:21].N1C(C)=CC=CC=1C.O. Given the product [Br:1][C:2]1[CH:7]=[N:6][C:5]([NH:8][CH2:9][CH2:10][C@H:11]2[CH2:16][CH2:15][C@H:14]([CH2:17][O:18][S:20]([CH3:19])(=[O:22])=[O:21])[CH2:13][CH2:12]2)=[N:4][CH:3]=1, predict the reactants needed to synthesize it. (7) Given the product [NH2:1][C@H:2]1[CH2:7][CH2:6][C@H:5]([NH:8][C:9]2[CH:10]=[C:11]([NH:21][C:22]3[CH:23]=[CH:24][CH:25]=[CH:26][CH:27]=3)[C:12]3[N:13]([C:15]([C:18]([NH2:20])=[O:19])=[CH:16][N:17]=3)[N:14]=2)[CH2:4][CH2:3]1, predict the reactants needed to synthesize it. The reactants are: [NH2:1][C@H:2]1[CH2:7][CH2:6][C@H:5]([NH:8][C:9]2[CH:10]=[C:11]([N:21](CC3C=CC(OC)=CC=3)[C:22]3[CH:27]=[CH:26][CH:25]=[CH:24][CH:23]=3)[C:12]3[N:13]([C:15]([C:18]([NH2:20])=[O:19])=[CH:16][N:17]=3)[N:14]=2)[CH2:4][CH2:3]1. (8) Given the product [Br:23][C:14]1[C:13](=[O:21])[N:12]([CH3:22])[C:11]([NH:10][C:3]2[CH:4]=[CH:5][C:6]([S:8][CH3:9])=[CH:7][C:2]=2[F:1])=[C:16]([C:17]([O:19][CH3:20])=[O:18])[CH:15]=1, predict the reactants needed to synthesize it. The reactants are: [F:1][C:2]1[CH:7]=[C:6]([S:8][CH3:9])[CH:5]=[CH:4][C:3]=1[NH:10][C:11]1[N:12]([CH3:22])[C:13](=[O:21])[CH:14]=[CH:15][C:16]=1[C:17]([O:19][CH3:20])=[O:18].[Br:23]N1C(=O)CCC1=O. (9) Given the product [CH:21]([C:8]1[C:7]2[C:11](=[CH:12][C:4]([NH2:1])=[CH:5][CH:6]=2)[N:10]([CH2:13][O:14][CH2:15][CH2:16][Si:17]([CH3:19])([CH3:18])[CH3:20])[N:9]=1)=[CH:22][C:23]1[CH:28]=[CH:27][CH:26]=[CH:25][CH:24]=1, predict the reactants needed to synthesize it. The reactants are: [N+:1]([C:4]1[CH:12]=[C:11]2[C:7]([C:8]([CH:21]=[CH:22][C:23]3[CH:28]=[CH:27][CH:26]=[CH:25][CH:24]=3)=[N:9][N:10]2[CH2:13][O:14][CH2:15][CH2:16][Si:17]([CH3:20])([CH3:19])[CH3:18])=[CH:6][CH:5]=1)([O-])=O.O.[OH-].[Na+].CCOC(C)=O.